This data is from Peptide-MHC class I binding affinity with 185,985 pairs from IEDB/IMGT. The task is: Regression. Given a peptide amino acid sequence and an MHC pseudo amino acid sequence, predict their binding affinity value. This is MHC class I binding data. (1) The peptide sequence is ETKGVERLKR. The MHC is HLA-A68:01 with pseudo-sequence HLA-A68:01. The binding affinity (normalized) is 0.754. (2) The peptide sequence is RRSKEITVR. The MHC is Mamu-B1001 with pseudo-sequence Mamu-B1001. The binding affinity (normalized) is 0. (3) The peptide sequence is LIVSLCPTKK. The MHC is HLA-A31:01 with pseudo-sequence HLA-A31:01. The binding affinity (normalized) is 0.135. (4) The binding affinity (normalized) is 0. The peptide sequence is VAEHRFENMK. The MHC is HLA-A33:01 with pseudo-sequence HLA-A33:01. (5) The peptide sequence is YMKFFGNFK. The MHC is HLA-A02:03 with pseudo-sequence HLA-A02:03. The binding affinity (normalized) is 0.0847. (6) The peptide sequence is LPDDFMGCVL. The MHC is Mamu-A2201 with pseudo-sequence Mamu-A2201. The binding affinity (normalized) is 0.457. (7) The peptide sequence is SDRLHHDPL. The MHC is HLA-A30:01 with pseudo-sequence HLA-A30:01. The binding affinity (normalized) is 0.0847. (8) The peptide sequence is RNLLTALGM. The MHC is Mamu-A2201 with pseudo-sequence Mamu-A2201. The binding affinity (normalized) is 0. (9) The peptide sequence is CLGGLLTMV. The MHC is HLA-B40:01 with pseudo-sequence HLA-B40:01. The binding affinity (normalized) is 0. (10) The peptide sequence is YMIKKLLKI. The MHC is HLA-A02:06 with pseudo-sequence HLA-A02:06. The binding affinity (normalized) is 0.581.